Predict the product of the given reaction. From a dataset of Forward reaction prediction with 1.9M reactions from USPTO patents (1976-2016). (1) Given the reactants [H-].C([Al+]CC(C)C)C(C)C.[N:11]1[C:20]2[C:15](=[CH:16][C:17]([C:21]3([C:24]#N)[CH2:23][CH2:22]3)=[CH:18][CH:19]=2)[CH:14]=[CH:13][CH:12]=1.C([OH:29])(C)C, predict the reaction product. The product is: [N:11]1[C:20]2[C:15](=[CH:16][C:17]([C:21]3([CH:24]=[O:29])[CH2:23][CH2:22]3)=[CH:18][CH:19]=2)[CH:14]=[CH:13][CH:12]=1. (2) Given the reactants [CH3:1][Si:2]([C:5]#[CH:6])([CH3:4])[CH3:3].C([Li])CCC.[F:12][C:13]([F:19])([F:18])[C:14](=[O:17])[CH2:15][CH3:16], predict the reaction product. The product is: [F:12][C:13]([F:19])([F:18])[C:14]([OH:17])([CH2:15][CH3:16])[C:6]#[C:5][Si:2]([CH3:4])([CH3:3])[CH3:1].